Task: Predict the product of the given reaction.. Dataset: Forward reaction prediction with 1.9M reactions from USPTO patents (1976-2016) (1) Given the reactants [NH2:1][C:2]1[N:3]=[C:4]([N:18]2[CH2:26][CH:25]3[CH:20]([N:21]([C:27]([O:29][C:30]([CH3:33])([CH3:32])[CH3:31])=[O:28])[CH2:22][CH2:23][CH2:24]3)[CH2:19]2)[C:5]2[CH2:12][CH2:11][O:10][C:9]3[CH:13]=[C:14](I)[CH:15]=[CH:16][C:8]=3[C:6]=2[N:7]=1.[Cu][C:35]#[N:36], predict the reaction product. The product is: [NH2:1][C:2]1[N:3]=[C:4]([N:18]2[CH2:26][CH:25]3[CH:20]([N:21]([C:27]([O:29][C:30]([CH3:33])([CH3:32])[CH3:31])=[O:28])[CH2:22][CH2:23][CH2:24]3)[CH2:19]2)[C:5]2[CH2:12][CH2:11][O:10][C:9]3[CH:13]=[C:14]([C:35]#[N:36])[CH:15]=[CH:16][C:8]=3[C:6]=2[N:7]=1. (2) Given the reactants [Cl:1][C:2]1[N:3]=[C:4]([NH:20][CH2:21][CH2:22][CH3:23])[C:5]2[N:6]=[C:7]([N:16]([CH3:19])[O:17][CH3:18])[N:8]=[C:9]([NH:12][CH2:13][CH2:14][CH3:15])[C:10]=2[N:11]=1.Cl.C(OCC)C.Cl.CNC1N=C(NCCC)C2N=C(NC)N=C(NCCC)C=2N=1, predict the reaction product. The product is: [ClH:1].[Cl:1][C:2]1[N:3]=[C:4]([NH:20][CH2:21][CH2:22][CH3:23])[C:5]2[N:6]=[C:7]([N:16]([CH3:19])[O:17][CH3:18])[N:8]=[C:9]([NH:12][CH2:13][CH2:14][CH3:15])[C:10]=2[N:11]=1. (3) Given the reactants [CH:1]1([CH:4]([C:11]2[CH:16]=[CH:15][CH:14]=[C:13]([CH2:17][N:18]([C:22]3[CH:27]=[CH:26][C:25]([C:28]4[CH:33]=[C:32]([O:34][CH3:35])[CH:31]=[CH:30][C:29]=4[F:36])=[C:24]([CH2:37][C:38]([CH3:41])([CH3:40])[CH3:39])[CH:23]=3)[C:19](=[O:21])[CH3:20])[CH:12]=2)[CH2:5][C:6]([O:8]CC)=[O:7])[CH2:3][CH2:2]1.[OH-].[Na+].Cl, predict the reaction product. The product is: [C:19]([N:18]([CH2:17][C:13]1[CH:12]=[C:11]([CH:4]([CH:1]2[CH2:3][CH2:2]2)[CH2:5][C:6]([OH:8])=[O:7])[CH:16]=[CH:15][CH:14]=1)[C:22]1[CH:27]=[CH:26][C:25]([C:28]2[CH:33]=[C:32]([O:34][CH3:35])[CH:31]=[CH:30][C:29]=2[F:36])=[C:24]([CH2:37][C:38]([CH3:39])([CH3:41])[CH3:40])[CH:23]=1)(=[O:21])[CH3:20].